This data is from Full USPTO retrosynthesis dataset with 1.9M reactions from patents (1976-2016). The task is: Predict the reactants needed to synthesize the given product. (1) Given the product [C:14]([C@H:18]1[CH2:23][CH2:22][C@H:21]([O:1][C:2]2[CH:3]=[C:4]3[C:9](=[CH:10][CH:11]=2)[CH:8]=[C:7]([C:12]#[N:13])[CH:6]=[CH:5]3)[CH2:20][CH2:19]1)([CH3:17])([CH3:16])[CH3:15], predict the reactants needed to synthesize it. The reactants are: [OH:1][C:2]1[CH:3]=[C:4]2[C:9](=[CH:10][CH:11]=1)[CH:8]=[C:7]([C:12]#[N:13])[CH:6]=[CH:5]2.[C:14]([C@@H:18]1[CH2:23][CH2:22][C@H:21](O)[CH2:20][CH2:19]1)([CH3:17])([CH3:16])[CH3:15].C1C=CC(P(C2C=CC=CC=2)C2C=CC=CC=2)=CC=1.CC(OC(/N=N/C(OC(C)C)=O)=O)C. (2) Given the product [CH:26]1[C:27]2[C:32](=[CH:31][CH:30]=[CH:29][CH:28]=2)[CH:33]=[CH:34][C:25]=1[CH2:24][O:23][CH:11]1[CH:10]([C:7]2[CH:8]=[CH:9][C:4]([CH2:3][CH2:2][O:1][C:42](=[O:43])[NH:41][C:35]3[CH:40]=[CH:39][CH:38]=[CH:37][CH:36]=3)=[CH:5][CH:6]=2)[CH2:15][CH2:14][N:13]([C:16]([O:18][C:19]([CH3:22])([CH3:20])[CH3:21])=[O:17])[CH2:12]1, predict the reactants needed to synthesize it. The reactants are: [OH:1][CH2:2][CH2:3][C:4]1[CH:9]=[CH:8][C:7]([CH:10]2[CH2:15][CH2:14][N:13]([C:16]([O:18][C:19]([CH3:22])([CH3:21])[CH3:20])=[O:17])[CH2:12][CH:11]2[O:23][CH2:24][C:25]2[CH:34]=[CH:33][C:32]3[C:27](=[CH:28][CH:29]=[CH:30][CH:31]=3)[CH:26]=2)=[CH:6][CH:5]=1.[C:35]1([N:41]=[C:42]=[O:43])[CH:40]=[CH:39][CH:38]=[CH:37][CH:36]=1.